Dataset: Full USPTO retrosynthesis dataset with 1.9M reactions from patents (1976-2016). Task: Predict the reactants needed to synthesize the given product. Given the product [NH2:27][C:25]([C:22]1[NH:2][CH:3]=[C:4]([C:5]([O:7][CH2:8][CH3:9])=[O:6])[C:10]=1[C:11]1[CH:16]=[CH:15][C:14]([N+:17]([O-:19])=[O:18])=[C:13]([F:20])[CH:12]=1)=[O:26], predict the reactants needed to synthesize it. The reactants are: C[N:2]([CH3:22])[CH:3]=[C:4]([C:10](=O)[C:11]1[CH:16]=[CH:15][C:14]([N+:17]([O-:19])=[O:18])=[C:13]([F:20])[CH:12]=1)[C:5]([O:7][CH2:8][CH3:9])=[O:6].NC(C(N)=O)[C:25]([NH2:27])=[O:26].